From a dataset of Forward reaction prediction with 1.9M reactions from USPTO patents (1976-2016). Predict the product of the given reaction. (1) Given the reactants [F:1][C:2]1[CH:7]=[CH:6][C:5]([CH2:8][C:9]#[N:10])=[CH:4][C:3]=1[CH3:11].C[Si](C)(C)[O:14][K].O.C(=O)(O)[O-].[Na+], predict the reaction product. The product is: [F:1][C:2]1[CH:7]=[CH:6][C:5]([CH2:8][C:9]([NH2:10])=[O:14])=[CH:4][C:3]=1[CH3:11]. (2) Given the reactants [CH2:1]([O:3][C:4]([C:6]1([C:9]2[CH:14]=[CH:13][C:12]([C:15]3[CH:20]=[CH:19][C:18]([C:21]4[S:22][C:23]([F:29])=CC=4C(O)=O)=[CH:17][CH:16]=3)=[CH:11][CH:10]=2)[CH2:8][CH2:7]1)=[O:5])[CH3:2].C([N:32]([CH2:35][CH3:36])[CH2:33]C)C.C1(P(N=[N+]=[N-])(C2C=CC=CC=2)=[O:44])C=CC=CC=1.[CH3:54][C:55]1[C:56]([C@H:60]([OH:62])[CH3:61])=[CH:57][S:58][CH:59]=1, predict the reaction product. The product is: [CH2:1]([O:3][C:4]([C:6]1([C:9]2[CH:14]=[CH:13][C:12]([C:15]3[CH:20]=[CH:19][C:18]([C:21]4[S:22][C:23]([F:29])=[CH:36][C:35]=4[NH:32][C:33]([O:62][C@@H:60]([C:56]4[C:55]([CH3:54])=[CH:59][S:58][CH:57]=4)[CH3:61])=[O:44])=[CH:17][CH:16]=3)=[CH:11][CH:10]=2)[CH2:8][CH2:7]1)=[O:5])[CH3:2]. (3) Given the reactants [NH2:1][C:2]1[C:7]([N+:8]([O-:10])=[O:9])=[CH:6][CH:5]=[C:4](Cl)[N:3]=1.[Cl:12][C:13]1[CH:18]=[CH:17][C:16](B(O)O)=[CH:15][CH:14]=1.C(=O)([O-])[O-].[Na+].[Na+].[Cl-].[Li+], predict the reaction product. The product is: [Cl:12][C:13]1[CH:18]=[CH:17][C:16]([C:4]2[N:3]=[C:2]([NH2:1])[C:7]([N+:8]([O-:10])=[O:9])=[CH:6][CH:5]=2)=[CH:15][CH:14]=1. (4) Given the reactants C(Cl)(=O)C(Cl)=O.CS(C)=O.[OH:11][CH2:12][C@H:13]1[CH2:17][CH2:16][N:15]([C:18]([O:20][C:21]([CH3:24])([CH3:23])[CH3:22])=[O:19])[CH2:14]1.CCN(CC)CC.C([O-])(O)=O.[Na+], predict the reaction product. The product is: [CH:12]([C@H:13]1[CH2:17][CH2:16][N:15]([C:18]([O:20][C:21]([CH3:24])([CH3:23])[CH3:22])=[O:19])[CH2:14]1)=[O:11]. (5) Given the reactants [CH:1]1([CH:4]([C:6]2[CH:7]=[N:8][C:9]([C:12]3[CH:17]=[CH:16][CH:15]=[CH:14][CH:13]=3)=[CH:10][CH:11]=2)O)[CH2:3][CH2:2]1.[CH:18]1[N:22]=[CH:21][N:20](C([N:20]2[CH:21]=[N:22][CH:18]=[CH:19]2)=O)[CH:19]=1, predict the reaction product. The product is: [CH:1]1([CH:4]([N:20]2[CH:19]=[CH:18][N:22]=[CH:21]2)[C:6]2[CH:11]=[CH:10][C:9]([C:12]3[CH:17]=[CH:16][CH:15]=[CH:14][CH:13]=3)=[N:8][CH:7]=2)[CH2:3][CH2:2]1. (6) Given the reactants [CH:1]1([CH:4]([C:11]2[CH:16]=[C:15]([O:17][CH2:18][C:19]3[CH:20]=[N:21][C:22]([C:31]4[CH:36]=[C:35]([O:37][CH3:38])[CH:34]=[CH:33][C:32]=4[F:39])=[C:23]([O:25][CH2:26][C:27]([CH3:30])([CH3:29])[CH3:28])[CH:24]=3)[N:14]=[CH:13][N:12]=2)[CH2:5][C:6]([O:8]CC)=[O:7])[CH2:3][CH2:2]1.[OH-].[Na+].Cl, predict the reaction product. The product is: [CH:1]1([CH:4]([C:11]2[CH:16]=[C:15]([O:17][CH2:18][C:19]3[CH:20]=[N:21][C:22]([C:31]4[CH:36]=[C:35]([O:37][CH3:38])[CH:34]=[CH:33][C:32]=4[F:39])=[C:23]([O:25][CH2:26][C:27]([CH3:30])([CH3:28])[CH3:29])[CH:24]=3)[N:14]=[CH:13][N:12]=2)[CH2:5][C:6]([OH:8])=[O:7])[CH2:2][CH2:3]1. (7) Given the reactants Cl[C:2]1[C:7]2[C:8](=[O:22])[N:9]([CH2:11][C:12]3[CH:17]=[CH:16][C:15]([O:18][CH3:19])=[CH:14][C:13]=3[O:20][CH3:21])[CH2:10][C:6]=2[C:5]([F:23])=[C:4]([NH:24][C@@H:25]2[CH2:30][CH2:29][O:28][CH2:27][C@@H:26]2[NH:31][C:32](=[O:38])[O:33][C:34]([CH3:37])([CH3:36])[CH3:35])[N:3]=1.CC1(C)C(C)(C)OB([C:47]2[S:48][C:49]([CH3:52])=[CH:50][CH:51]=2)O1, predict the reaction product. The product is: [CH3:21][O:20][C:13]1[CH:14]=[C:15]([O:18][CH3:19])[CH:16]=[CH:17][C:12]=1[CH2:11][N:9]1[CH2:10][C:6]2[C:5]([F:23])=[C:4]([NH:24][C@@H:25]3[CH2:30][CH2:29][O:28][CH2:27][C@@H:26]3[NH:31][C:32](=[O:38])[O:33][C:34]([CH3:37])([CH3:36])[CH3:35])[N:3]=[C:2]([C:47]3[S:48][C:49]([CH3:52])=[CH:50][CH:51]=3)[C:7]=2[C:8]1=[O:22].